Dataset: NCI-60 drug combinations with 297,098 pairs across 59 cell lines. Task: Regression. Given two drug SMILES strings and cell line genomic features, predict the synergy score measuring deviation from expected non-interaction effect. Drug 1: CCCCCOC(=O)NC1=NC(=O)N(C=C1F)C2C(C(C(O2)C)O)O. Drug 2: C1CN(P(=O)(OC1)NCCCl)CCCl. Cell line: EKVX. Synergy scores: CSS=-0.557, Synergy_ZIP=-1.93, Synergy_Bliss=-5.94, Synergy_Loewe=-4.92, Synergy_HSA=-7.08.